From a dataset of Reaction yield outcomes from USPTO patents with 853,638 reactions. Predict the reaction yield, written as a fraction of the theoretical maximum amount of product (1.0 means a 100% yield; for example, 0.34 means a 34% yield). The reactants are [CH:1]1([C:4]([NH:6][C:7]2[N:8]=[C:9]3[CH:14]=[CH:13][C:12]([O:15][C:16]4[CH:21]=[CH:20][C:19]([NH:22][C:23]([C:25]5[N+:26]([O-:39])=[C:27]([C:32]6[CH:37]=[CH:36][C:35]([F:38])=[CH:34][CH:33]=6)[C:28]([CH3:31])=[CH:29][CH:30]=5)=[O:24])=[CH:18][C:17]=4[F:40])=[CH:11][N:10]3[CH:41]=2)=[O:5])[CH2:3][CH2:2]1.[ClH:42]. The catalyst is C(O)C.C(OCC)(=O)C.C(C(C)=O)C. The product is [ClH:42].[CH:1]1([C:4]([NH:6][C:7]2[N:8]=[C:9]3[CH:14]=[CH:13][C:12]([O:15][C:16]4[CH:21]=[CH:20][C:19]([NH:22][C:23]([C:25]5[N+:26]([O-:39])=[C:27]([C:32]6[CH:33]=[CH:34][C:35]([F:38])=[CH:36][CH:37]=6)[C:28]([CH3:31])=[CH:29][CH:30]=5)=[O:24])=[CH:18][C:17]=4[F:40])=[CH:11][N:10]3[CH:41]=2)=[O:5])[CH2:3][CH2:2]1. The yield is 0.460.